Task: Predict which catalyst facilitates the given reaction.. Dataset: Catalyst prediction with 721,799 reactions and 888 catalyst types from USPTO (1) Reactant: [Cl:1][C:2]1[CH:3]=[CH:4][C:5]2[N:11]3[C:12]([C:15]([F:18])([F:17])[F:16])=[N:13][N:14]=[C:10]3[C@@H:9]([CH2:19][C:20](N[C@@H](CC(C)C)C(OCC)=O)=[O:21])[O:8][C@H:7]([C:33]3[CH:38]=[CH:37][CH:36]=[C:35]([O:39][CH3:40])[C:34]=3[Cl:41])[C:6]=2[CH:42]=1.O.Cl.C(OCC)(=[O:47])C. Product: [Cl:1][C:2]1[CH:3]=[CH:4][C:5]2[N:11]3[C:12]([C:15]([F:18])([F:17])[F:16])=[N:13][N:14]=[C:10]3[C@@H:9]([CH2:19][C:20]([OH:21])=[O:47])[O:8][C@H:7]([C:33]3[CH:38]=[CH:37][CH:36]=[C:35]([O:39][CH3:40])[C:34]=3[Cl:41])[C:6]=2[CH:42]=1. The catalyst class is: 12. (2) Reactant: [CH:1]1[CH:6]=[N:5][CH:4]=[C:3]([CH2:7][C:8]([P:14]([OH:17])([OH:16])=[O:15])([P:10]([OH:13])([OH:12])=[O:11])[OH:9])[CH:2]=1.[OH-].[Mg+2:19].[OH-]. Product: [Mg:19].[CH:1]1[CH:6]=[N:5][CH:4]=[C:3]([CH2:7][C:8]([P:10]([OH:12])([OH:13])=[O:11])([P:14]([OH:17])([OH:16])=[O:15])[OH:9])[CH:2]=1. The catalyst class is: 6. (3) Reactant: [N+:1]([C:4]1[CH:5]=[C:6]([CH:17]=[CH:18][CH:19]=1)[O:7][C:8]1[CH:9]=[CH:10][C:11](C(O)=O)=[N:12][CH:13]=1)([O-:3])=[O:2].C1(P([N:34]=[N+]=[N-])(C2C=CC=CC=2)=O)C=CC=CC=1.C(N(CC)CC)C. Product: [N+:1]([C:4]1[CH:5]=[C:6]([CH:17]=[CH:18][CH:19]=1)[O:7][C:8]1[CH:9]=[CH:10][C:11]([NH2:34])=[N:12][CH:13]=1)([O-:3])=[O:2]. The catalyst class is: 107. (4) Reactant: C([Li])CCC.[CH3:6][N:7]([CH3:16])[S:8]([N:11]1[CH:15]=[CH:14][N:13]=[CH:12]1)(=[O:10])=[O:9].Cl[Si:18]([CH2:23][CH3:24])([CH2:21][CH3:22])[CH2:19][CH3:20].[Cl:25][C:26]1[CH:52]=[CH:51][C:29]([C:30]([C:32]2[CH:33]=[C:34]3[C:39](=[CH:40][CH:41]=2)[N:38]([CH3:42])[C:37](=[O:43])[CH:36]=[C:35]3[C:44]2[CH:49]=[CH:48][CH:47]=[C:46]([Cl:50])[CH:45]=2)=[O:31])=[CH:28][CH:27]=1. Product: [Cl:25][C:26]1[CH:52]=[CH:51][C:29]([C:30]([C:32]2[CH:33]=[C:34]3[C:39](=[CH:40][CH:41]=2)[N:38]([CH3:42])[C:37](=[O:43])[CH:36]=[C:35]3[C:44]2[CH:49]=[CH:48][CH:47]=[C:46]([Cl:50])[CH:45]=2)([OH:31])[C:14]2[N:13]=[C:12]([Si:18]([CH2:23][CH3:24])([CH2:21][CH3:22])[CH2:19][CH3:20])[N:11]([S:8]([N:7]([CH3:16])[CH3:6])(=[O:9])=[O:10])[CH:15]=2)=[CH:28][CH:27]=1. The catalyst class is: 7.